From a dataset of Full USPTO retrosynthesis dataset with 1.9M reactions from patents (1976-2016). Predict the reactants needed to synthesize the given product. (1) Given the product [Cl:24][C:25]1[CH:26]=[C:27]([S:32]([N:6]([CH2:7][C:8]2[CH:13]=[CH:12][C:11]([O:14][CH3:15])=[CH:10][C:9]=2[O:16][CH3:17])[CH2:5][C:4]2[CH:18]=[CH:19][C:20]([O:22][CH3:23])=[CH:21][C:3]=2[O:2][CH3:1])(=[O:33])=[O:34])[CH:28]=[CH:29][C:30]=1[F:31], predict the reactants needed to synthesize it. The reactants are: [CH3:1][O:2][C:3]1[CH:21]=[C:20]([O:22][CH3:23])[CH:19]=[CH:18][C:4]=1[CH2:5][NH:6][CH2:7][C:8]1[CH:13]=[CH:12][C:11]([O:14][CH3:15])=[CH:10][C:9]=1[O:16][CH3:17].[Cl:24][C:25]1[CH:26]=[C:27]([S:32](Cl)(=[O:34])=[O:33])[CH:28]=[CH:29][C:30]=1[F:31].C(N(CC)C(C)C)(C)C. (2) Given the product [Si:26]([O:12][CH2:11][C:9]1[CH:8]=[C:7]([CH2:13][OH:14])[CH:6]=[C:5]([O:4][CH:1]([CH3:3])[CH3:2])[CH:10]=1)([C:22]([CH3:25])([CH3:24])[CH3:23])([C:33]1[CH:34]=[CH:35][CH:36]=[CH:37][CH:38]=1)[C:27]1[CH:32]=[CH:31][CH:30]=[CH:29][CH:28]=1, predict the reactants needed to synthesize it. The reactants are: [CH:1]([O:4][C:5]1[CH:6]=[C:7]([CH2:13][OH:14])[CH:8]=[C:9]([CH2:11][OH:12])[CH:10]=1)([CH3:3])[CH3:2].C(N(CC)CC)C.[C:22]([Si:26](Cl)([C:33]1[CH:38]=[CH:37][CH:36]=[CH:35][CH:34]=1)[C:27]1[CH:32]=[CH:31][CH:30]=[CH:29][CH:28]=1)([CH3:25])([CH3:24])[CH3:23].C(=O)([O-])O.[Na+]. (3) Given the product [CH3:1][C:2]1[CH:7]=[CH:6][CH:5]=[CH:4][C:3]=1[C:8]1[N:12]([S:30]([C:26]2[CH:25]=[N:24][CH:29]=[CH:28][CH:27]=2)(=[O:32])=[O:31])[CH:11]=[C:10]([C:13]#[N:14])[CH:9]=1, predict the reactants needed to synthesize it. The reactants are: [CH3:1][C:2]1[CH:7]=[CH:6][CH:5]=[CH:4][C:3]=1[C:8]1[NH:12][CH:11]=[C:10]([C:13]#[N:14])[CH:9]=1.C(N(C(C)C)CC)(C)C.[N:24]1[CH:29]=[CH:28][CH:27]=[C:26]([S:30](Cl)(=[O:32])=[O:31])[CH:25]=1.Cl. (4) Given the product [OH:2][CH2:3][CH2:4][C:5]1[S:9][C:8]([NH:10][C:11]([NH:13][C:14]2[CH:19]=[CH:18][CH:17]=[C:16]([C:20]([F:22])([F:23])[F:21])[CH:15]=2)=[O:12])=[N:7][CH:6]=1, predict the reactants needed to synthesize it. The reactants are: C[O:2][C:3](=O)[CH2:4][C:5]1[S:9][C:8]([NH:10][C:11]([NH:13][C:14]2[CH:19]=[CH:18][CH:17]=[C:16]([C:20]([F:23])([F:22])[F:21])[CH:15]=2)=[O:12])=[N:7][CH:6]=1.[H-].[Al+3].[Li+].[H-].[H-].[H-]. (5) Given the product [F:19][C:10]([C:15]([F:16])([F:17])[F:18])([C:11]([F:14])([F:13])[F:12])[CH2:9][CH2:8][S:5]([NH:4][CH2:3][CH2:2][O:1][C:20](=[O:24])[C:21]([CH3:23])=[CH2:22])(=[O:7])=[O:6], predict the reactants needed to synthesize it. The reactants are: [OH:1][CH2:2][CH2:3][NH:4][S:5]([CH2:8][CH2:9][C:10]([F:19])([C:15]([F:18])([F:17])[F:16])[C:11]([F:14])([F:13])[F:12])(=[O:7])=[O:6].[C:20](O[C:20](=[O:24])[C:21]([CH3:23])=[CH2:22])(=[O:24])[C:21]([CH3:23])=[CH2:22]. (6) Given the product [OH:38][N:37]=[C:32]([C:7]1[C:6]([OH:5])=[C:11]([CH2:12][CH2:13][CH2:14][CH2:15][CH2:16][NH:17][C:18]2[C:19]3[C:24]([N:25]=[C:26]4[C:31]=2[CH2:30][CH2:29][CH2:28][CH2:27]4)=[CH:23][CH:22]=[CH:21][CH:20]=3)[CH:10]=[CH:9][N:8]=1)[NH2:33], predict the reactants needed to synthesize it. The reactants are: C(N(CC)C(=O)[O:5][C:6]1[C:7]([C:32]#[N:33])=[N:8][CH:9]=[CH:10][C:11]=1[CH2:12][CH2:13][CH2:14][CH2:15][CH2:16][NH:17][C:18]1[C:19]2[C:24]([N:25]=[C:26]3[C:31]=1[CH2:30][CH2:29][CH2:28][CH2:27]3)=[CH:23][CH:22]=[CH:21][CH:20]=2)C.[NH2:37][OH:38].Cl.N1C=CC=CC=1. (7) Given the product [CH2:14]([O:13][C:11]([C:10]1[CH:9]=[N:1][C:2]2[N:4]([CH:5]=[CH:6][N:7]=2)[N:3]=1)=[O:12])[CH3:15], predict the reactants needed to synthesize it. The reactants are: [NH2:1][C:2]1[N:3]=[N:4][CH:5]=[CH:6][N:7]=1.Br[CH2:9][C:10](=O)[C:11]([O:13][CH2:14][CH3:15])=[O:12]. (8) Given the product [OH:2][C@H:3]([C:11]1[C:12]([CH3:21])=[C:13]2[C:17](=[CH:18][CH:19]=1)[C:16](=[O:20])[O:15][CH2:14]2)[CH2:4][N:5]1[CH2:10][CH2:9][N:8]([C:23]2[CH:24]=[CH:25][C:26]([C:29]#[N:30])=[CH:27][N:28]=2)[CH2:7][CH2:6]1, predict the reactants needed to synthesize it. The reactants are: Cl.[OH:2][C@H:3]([C:11]1[C:12]([CH3:21])=[C:13]2[C:17](=[CH:18][CH:19]=1)[C:16](=[O:20])[O:15][CH2:14]2)[CH2:4][N:5]1[CH2:10][CH2:9][NH:8][CH2:7][CH2:6]1.Cl[C:23]1[N:28]=[CH:27][C:26]([C:29]#[N:30])=[CH:25][CH:24]=1. (9) Given the product [CH3:22][O:23][CH2:24][C:25]1[CH:31]=[C:30]([N:11]=[N:12][C:13]2[CH:18]=[CH:17][CH:16]=[CH:15][C:14]=2[CH2:19][O:20][CH3:21])[CH:29]=[CH:28][C:26]=1[NH2:27], predict the reactants needed to synthesize it. The reactants are: COCC1C=CC=CC=1N=[N:11][NH:12][C:13]1[CH:18]=[CH:17][CH:16]=[CH:15][C:14]=1[CH2:19][O:20][CH3:21].[CH3:22][O:23][CH2:24][C:25]1[CH:31]=[CH:30][CH:29]=[CH:28][C:26]=1[NH2:27].Cl.COCC1C=CC=CC=1N.